From a dataset of Full USPTO retrosynthesis dataset with 1.9M reactions from patents (1976-2016). Predict the reactants needed to synthesize the given product. (1) Given the product [CH3:12][N:13]1[C:8](=[O:10])[C:7]2[C:6](=[CH:5][CH:4]=[CH:3][C:2]=2[CH3:1])[N:11]=[C:14]1[C:15]1[CH:20]=[CH:19][C:18]([O:21][CH2:22][CH2:31][CH2:30][N:29]2[CH2:34][CH2:33][CH2:27][CH2:26][CH2:25]2)=[CH:17][CH:16]=1, predict the reactants needed to synthesize it. The reactants are: [CH3:1][C:2]1[C:7]([C:8]([OH:10])=O)=[C:6]([NH2:11])[CH:5]=[CH:4][CH:3]=1.[CH3:12][NH2:13].[CH:14](=O)[C:15]1[CH:20]=[CH:19][C:18]([O:21][CH3:22])=[CH:17][CH:16]=1.Cl[CH2:25][CH2:26][CH2:27]Br.[NH:29]1[CH2:34][CH2:33]C[CH2:31][CH2:30]1. (2) Given the product [Cl:14][C:13]1[C:8]2[CH2:7][CH2:6][C:5]3[CH:15]=[CH:16][CH:17]=[CH:18][C:4]=3[C:3](=[CH:2][C:27]3[CH:28]=[CH:29][C:24]([NH:23][S:20]([CH3:19])(=[O:22])=[O:21])=[CH:25][CH:26]=3)[C:9]=2[CH:10]=[CH:11][CH:12]=1, predict the reactants needed to synthesize it. The reactants are: Br[CH:2]=[C:3]1[C:9]2[CH:10]=[CH:11][CH:12]=[C:13]([Cl:14])[C:8]=2[CH2:7][CH2:6][C:5]2[CH:15]=[CH:16][CH:17]=[CH:18][C:4]1=2.[CH3:19][S:20]([NH:23][C:24]1[CH:29]=[CH:28][C:27](B(O)O)=[CH:26][CH:25]=1)(=[O:22])=[O:21].